From a dataset of Forward reaction prediction with 1.9M reactions from USPTO patents (1976-2016). Predict the product of the given reaction. (1) Given the reactants C(N[C:5]1[C:14]2[C:9](=[CH:10][C:11]([O:15][CH3:16])=[CH:12][CH:13]=2)[C:8]([C:17]2[CH:22]=[CH:21][CH:20]=[CH:19][CH:18]=2)=[C:7]([C:23]#[N:24])[N:6]=1)C=C.[NH:25]1[CH2:29][CH2:28][C@@H:27]([OH:30])[CH2:26]1, predict the reaction product. The product is: [OH:30][C@@H:27]1[CH2:28][CH2:29][N:25]([C:5]2[C:14]3[C:9](=[CH:10][C:11]([O:15][CH3:16])=[CH:12][CH:13]=3)[C:8]([C:17]3[CH:22]=[CH:21][CH:20]=[CH:19][CH:18]=3)=[C:7]([C:23]#[N:24])[N:6]=2)[CH2:26]1. (2) Given the reactants [N+:1]([C:4]1[C:5]([OH:14])=[C:6]([O:12]C)[CH:7]=[C:8]([CH:11]=1)[CH:9]=[O:10])([O-:3])=[O:2].[Cl-].[Al+3].[Cl-].[Cl-].N1C=CC=CC=1.Cl, predict the reaction product. The product is: [OH:12][C:6]1[CH:7]=[C:8]([CH:11]=[C:4]([N+:1]([O-:3])=[O:2])[C:5]=1[OH:14])[CH:9]=[O:10]. (3) Given the reactants B.C1COCC1.[C:7]([O:11][C:12]([N:14]1[CH2:19][CH2:18][C:17]([CH2:21][C:22](O)=[O:23])([OH:20])[CH2:16][CH2:15]1)=[O:13])([CH3:10])([CH3:9])[CH3:8], predict the reaction product. The product is: [C:7]([O:11][C:12]([N:14]1[CH2:15][CH2:16][C:17]([OH:20])([CH2:21][CH2:22][OH:23])[CH2:18][CH2:19]1)=[O:13])([CH3:10])([CH3:8])[CH3:9]. (4) The product is: [CH3:1][C:2]1[O:15][C:14]2[C:9]([N:8]=1)=[N:10][CH:11]=[CH:12][CH:13]=2. Given the reactants [C:1]([O-])([O-])(OCC)[CH3:2].[NH2:8][C:9]1[C:14]([OH:15])=[CH:13][CH:12]=[CH:11][N:10]=1.C1(C)C=CC(S(O)(=O)=O)=CC=1, predict the reaction product. (5) Given the reactants [Cl:1]CCl.CO.[CH3:6][O:7][C:8](=[O:64])[NH:9][C@H:10]([C:14]([N:16]1[CH2:20][CH2:19][CH2:18][C@H:17]1[C:21]1[NH:22][CH:23]=[C:24]([C:26]2[CH:31]=[CH:30][C:29]([C:32]3[CH:37]=[CH:36][C:35]([NH:38][C:39]([C:41]4[CH:42]=[N:43][C:44]([N:47]5[CH2:52][C@H:51]([CH3:53])[N:50]([C:54](=[O:57])[NH:55][CH3:56])[CH2:49][C@H:48]5[CH3:58])=[CH:45][CH:46]=4)=[O:40])=[CH:34][C:33]=3[O:59][C:60]([F:63])([F:62])[F:61])=[CH:28][CH:27]=2)[N:25]=1)=[O:15])[CH:11]([CH3:13])[CH3:12].[ClH:65], predict the reaction product. The product is: [ClH:1].[ClH:65].[CH3:6][O:7][C:8](=[O:64])[NH:9][C@H:10]([C:14]([N:16]1[CH2:20][CH2:19][CH2:18][C@H:17]1[C:21]1[NH:22][CH:23]=[C:24]([C:26]2[CH:27]=[CH:28][C:29]([C:32]3[CH:37]=[CH:36][C:35]([NH:38][C:39]([C:41]4[CH:42]=[N:43][C:44]([N:47]5[CH2:52][C@H:51]([CH3:53])[N:50]([C:54](=[O:57])[NH:55][CH3:56])[CH2:49][C@H:48]5[CH3:58])=[CH:45][CH:46]=4)=[O:40])=[CH:34][C:33]=3[O:59][C:60]([F:63])([F:61])[F:62])=[CH:30][CH:31]=2)[N:25]=1)=[O:15])[CH:11]([CH3:12])[CH3:13]. (6) Given the reactants [I-].C[S+](C)(C)=O.[CH3:7]C(C)([O-])C.[K+].[C:13]([C:15]([C:29]1[CH:34]=[CH:33][CH:32]=[CH:31][CH:30]=1)=[C:16]1[CH2:21][CH2:20][N:19]([C:22]([O:24][C:25]([CH3:28])([CH3:27])[CH3:26])=[O:23])[CH2:18][CH2:17]1)#[N:14], predict the reaction product. The product is: [C:13]([C:15]1([C:29]2[CH:30]=[CH:31][CH:32]=[CH:33][CH:34]=2)[C:16]2([CH2:17][CH2:18][N:19]([C:22]([O:24][C:25]([CH3:28])([CH3:27])[CH3:26])=[O:23])[CH2:20][CH2:21]2)[CH2:7]1)#[N:14]. (7) Given the reactants [C:1]([C:3]1[O:4][C:5]2[CH:16]=[C:15]([S:17]([CH3:20])(=[O:19])=[O:18])[CH:14]=[CH:13][C:6]=2[C:7]=1OS(C)(=O)=O)#[N:2].[CH3:21][O:22][C:23]1[CH:28]=[CH:27][C:26]([SH:29])=[CH:25][CH:24]=1.[H-].[Na+], predict the reaction product. The product is: [CH3:20][S:17]([C:15]1[CH:14]=[CH:13][C:6]2[C:7]([S:29][C:26]3[CH:27]=[CH:28][C:23]([O:22][CH3:21])=[CH:24][CH:25]=3)=[C:3]([C:1]#[N:2])[O:4][C:5]=2[CH:16]=1)(=[O:18])=[O:19].